From a dataset of Peptide-MHC class I binding affinity with 185,985 pairs from IEDB/IMGT. Regression. Given a peptide amino acid sequence and an MHC pseudo amino acid sequence, predict their binding affinity value. This is MHC class I binding data. The peptide sequence is CTLYVTVF. The MHC is Mamu-B52 with pseudo-sequence Mamu-B52. The binding affinity (normalized) is 0.387.